The task is: Predict the reactants needed to synthesize the given product.. This data is from Full USPTO retrosynthesis dataset with 1.9M reactions from patents (1976-2016). Given the product [Br:40][C:41]1[CH:49]=[CH:48][C:44]([C:45]([N:26]2[CH:27]([CH3:29])[CH2:28][N:23]([S:20]([C:6]3[N:7]([S:11]([C:14]4[CH:15]=[CH:16][CH:17]=[CH:18][CH:19]=4)(=[O:13])=[O:12])[C:8]4[C:4]([CH:5]=3)=[CH:3][C:2]([Cl:1])=[CH:10][CH:9]=4)(=[O:21])=[O:22])[CH2:24][CH:25]2[CH3:30])=[O:46])=[CH:43][CH:42]=1, predict the reactants needed to synthesize it. The reactants are: [Cl:1][C:2]1[CH:3]=[C:4]2[C:8](=[CH:9][CH:10]=1)[N:7]([S:11]([C:14]1[CH:19]=[CH:18][CH:17]=[CH:16][CH:15]=1)(=[O:13])=[O:12])[C:6]([S:20]([N:23]1[CH2:28][C@H:27]([CH3:29])[NH:26][C@H:25]([CH3:30])[CH2:24]1)(=[O:22])=[O:21])=[CH:5]2.C(N(C(C)C)CC)(C)C.[Br:40][C:41]1[CH:49]=[CH:48][C:44]([C:45](Cl)=[O:46])=[CH:43][CH:42]=1.C(=O)(O)[O-].[Na+].